From a dataset of Reaction yield outcomes from USPTO patents with 853,638 reactions. Predict the reaction yield, written as a fraction of the theoretical maximum amount of product (1.0 means a 100% yield; for example, 0.34 means a 34% yield). (1) The reactants are [F:1][C:2]([F:13])([F:12])[CH:3]([C:8]([F:11])([F:10])[F:9])[CH2:4][C:5](O)=[O:6].CN(C(ON1N=NC2C=CC=CC1=2)=[N+](C)C)C.[B-](F)(F)(F)F.C(N(CC)C(C)C)(C)C.[C:45]([C:49]1[CH:56]=[CH:55][C:52]([CH2:53][NH2:54])=[CH:51][CH:50]=1)([CH3:48])([CH3:47])[CH3:46]. The catalyst is CN(C=O)C.O. The product is [C:45]([C:49]1[CH:50]=[CH:51][C:52]([CH2:53][NH:54][C:5](=[O:6])[CH2:4][CH:3]([C:8]([F:11])([F:10])[F:9])[C:2]([F:13])([F:12])[F:1])=[CH:55][CH:56]=1)([CH3:48])([CH3:46])[CH3:47]. The yield is 0.600. (2) The reactants are [CH3:1][C:2]1[NH:3][C:4]([NH2:7])=[N:5][N:6]=1.O=[C:9]1[CH2:12][CH:11]([C:13]([O:15][CH2:16][CH3:17])=[O:14])[CH2:10]1.C(O[BH-](OC(=O)C)OC(=O)C)(=O)C.[Na+]. The catalyst is C(O)(=O)C. The product is [CH3:1][C:2]1[NH:3][C:4]([NH:7][CH:9]2[CH2:12][CH:11]([C:13]([O:15][CH2:16][CH3:17])=[O:14])[CH2:10]2)=[N:5][N:6]=1. The yield is 0.620.